Task: Regression. Given a peptide amino acid sequence and an MHC pseudo amino acid sequence, predict their binding affinity value. This is MHC class II binding data.. Dataset: Peptide-MHC class II binding affinity with 134,281 pairs from IEDB The peptide sequence is GSFVRTVSLPVGADE. The MHC is HLA-DQA10102-DQB10602 with pseudo-sequence HLA-DQA10102-DQB10602. The binding affinity (normalized) is 0.630.